Task: Predict the reactants needed to synthesize the given product.. Dataset: Full USPTO retrosynthesis dataset with 1.9M reactions from patents (1976-2016) (1) Given the product [Cl:7][C:8]1[CH:14]=[C:13]([N+:15]([O-:17])=[O:16])[CH:12]=[CH:11][C:9]=1[NH:10][S:24]([C:21]1[CH:22]=[CH:23][C:18]([CH3:28])=[CH:19][CH:20]=1)(=[O:26])=[O:25], predict the reactants needed to synthesize it. The reactants are: N1C=CC=CC=1.[Cl:7][C:8]1[CH:14]=[C:13]([N+:15]([O-:17])=[O:16])[CH:12]=[CH:11][C:9]=1[NH2:10].[C:18]1([CH3:28])[CH:23]=[CH:22][C:21]([S:24](Cl)(=[O:26])=[O:25])=[CH:20][CH:19]=1.C(=O)(O)[O-].[Na+]. (2) Given the product [NH2:1][C:2]1[C:3]([F:20])=[CH:4][C:5]([CH2:9][C:10]([O:12][CH2:13][CH3:14])=[O:11])=[CH:6][C:7]=1[F:8], predict the reactants needed to synthesize it. The reactants are: [NH2:1][C:2]1[C:7]([F:8])=[CH:6][C:5]([CH:9](C(OCC)=O)[C:10]([O:12][CH2:13][CH3:14])=[O:11])=[CH:4][C:3]=1[F:20].[OH-].[Na+].